This data is from Full USPTO retrosynthesis dataset with 1.9M reactions from patents (1976-2016). The task is: Predict the reactants needed to synthesize the given product. Given the product [C:35]([C@H:31]1[CH2:32][CH2:33][CH2:34][N:30]1[C:28](=[O:29])[CH2:27][O:26][C:19]1[C:20]2[C:25](=[CH:24][CH:23]=[CH:22][CH:21]=2)[C:16]([O:15][CH2:14][C:13]([N:9]2[CH2:10][CH2:11][CH2:12][C@@H:8]2[C:6]([OH:7])=[O:5])=[O:42])=[CH:17][CH:18]=1)([OH:37])=[O:36], predict the reactants needed to synthesize it. The reactants are: C([O:5][C:6]([C@H:8]1[CH2:12][CH2:11][CH2:10][N:9]1[C:13](=[O:42])[CH2:14][O:15][C:16]1[C:25]2[C:20](=[CH:21][CH:22]=[CH:23][CH:24]=2)[C:19]([O:26][CH2:27][C:28]([N:30]2[CH2:34][CH2:33][CH2:32][C@@H:31]2[C:35]([O:37]C(C)(C)C)=[O:36])=[O:29])=[CH:18][CH:17]=1)=[O:7])(C)(C)C.